Dataset: Full USPTO retrosynthesis dataset with 1.9M reactions from patents (1976-2016). Task: Predict the reactants needed to synthesize the given product. (1) Given the product [CH2:1]([O:3][C:4]([C:6]1[N:7]([CH2:19][C:20]2[C:29]3[C:24](=[CH:25][CH:26]=[CH:27][CH:28]=3)[CH:23]=[CH:22][CH:21]=2)[C:8]2[C:13]([C:14]=1[CH2:15][N:16]([C:30](=[O:32])[CH3:31])[CH3:17])=[CH:12][C:11]([F:18])=[CH:10][CH:9]=2)=[O:5])[CH3:2], predict the reactants needed to synthesize it. The reactants are: [CH2:1]([O:3][C:4]([C:6]1[N:7]([CH2:19][C:20]2[C:29]3[C:24](=[CH:25][CH:26]=[CH:27][CH:28]=3)[CH:23]=[CH:22][CH:21]=2)[C:8]2[C:13]([C:14]=1[CH2:15][NH:16][CH3:17])=[CH:12][C:11]([F:18])=[CH:10][CH:9]=2)=[O:5])[CH3:2].[C:30](Cl)(=[O:32])[CH3:31]. (2) Given the product [Si:1]([O:8][CH2:9][C@H:10]1[C:11]2([CH2:22][CH2:21]2)[C@H:12]([OH:20])[C@@H:13]2[O:17][C:16]([CH3:19])([CH3:18])[O:15][C@H:14]12)([C:4]([CH3:7])([CH3:6])[CH3:5])([CH3:2])[CH3:3], predict the reactants needed to synthesize it. The reactants are: [Si:1]([O:8][CH2:9][C@@H:10]1[C@H:14]2[O:15][C:16]([CH3:19])([CH3:18])[O:17][C@H:13]2[C@@H:12]([OH:20])[C:11]1=[CH2:21])([C:4]([CH3:7])([CH3:6])[CH3:5])([CH3:3])[CH3:2].[CH2:22]([Zn]CC)C.ICI.